Dataset: Full USPTO retrosynthesis dataset with 1.9M reactions from patents (1976-2016). Task: Predict the reactants needed to synthesize the given product. (1) The reactants are: [C:1]([CH2:3][C:4]1([N:15]2[CH:19]=[C:18]([C:20]3[N:25]4[CH:26]=[CH:27][N:28]=[C:24]4[CH:23]=[C:22]([C:29]4[CH:34]=[CH:33][C:32]([N:35]5[CH2:40][CH2:39][N:38]([CH3:41])[CH2:37][CH2:36]5)=[CH:31][CH:30]=4)[N:21]=3)[CH:17]=[N:16]2)[CH2:7][N:6]([C:8](OC(C)(C)C)=O)[CH2:5]1)#[N:2].Cl.O1CCOCC1.[F:49][C:50]([F:61])([F:60])S(OC[C:50]([F:61])([F:60])[F:49])(=O)=O. Given the product [CH3:41][N:38]1[CH2:39][CH2:40][N:35]([C:32]2[CH:33]=[CH:34][C:29]([C:22]3[N:21]=[C:20]([C:18]4[CH:17]=[N:16][N:15]([C:4]5([CH2:3][C:1]#[N:2])[CH2:5][N:6]([CH2:8][C:50]([F:61])([F:60])[F:49])[CH2:7]5)[CH:19]=4)[N:25]4[CH:26]=[CH:27][N:28]=[C:24]4[CH:23]=3)=[CH:30][CH:31]=2)[CH2:36][CH2:37]1, predict the reactants needed to synthesize it. (2) Given the product [CH2:13]([O:12][C:11]([NH:10][C@H:9]1[CH2:8][CH2:7][N:6]([C:22]2[CH:23]=[C:24]([CH:29]=[C:30]([F:32])[CH:31]=2)[C:25]([O:27][CH3:28])=[O:26])[CH2:5][C@H:4]1[O:3][CH3:2])=[O:20])[C:14]1[CH:19]=[CH:18][CH:17]=[CH:16][CH:15]=1, predict the reactants needed to synthesize it. The reactants are: Cl.[CH3:2][O:3][C@H:4]1[C@@H:9]([NH:10][C:11](=[O:20])[O:12][CH2:13][C:14]2[CH:19]=[CH:18][CH:17]=[CH:16][CH:15]=2)[CH2:8][CH2:7][NH:6][CH2:5]1.Cl[C:22]1[CH:23]=[C:24]([CH:29]=[C:30]([F:32])[CH:31]=1)[C:25]([O:27][CH3:28])=[O:26].C1C=CC(P(C2C(C3C(P(C4C=CC=CC=4)C4C=CC=CC=4)=CC=C4C=3C=CC=C4)=C3C(C=CC=C3)=CC=2)C2C=CC=CC=2)=CC=1.C(=O)([O-])[O-].[Cs+].[Cs+]. (3) Given the product [NH2:1][C:2]1[C:10]2[C:5](=[N:6][C:7]([CH3:15])=[CH:8][C:9]=2[C:11]([F:12])([F:13])[F:14])[S:4][C:3]=1[C:16]([NH:62][CH2:61][CH2:60][C:55]1[CH:56]=[CH:57][CH:58]=[CH:59][C:54]=1[O:53][CH3:52])=[O:18], predict the reactants needed to synthesize it. The reactants are: [NH2:1][C:2]1[C:10]2[C:5](=[N:6][C:7]([CH3:15])=[CH:8][C:9]=2[C:11]([F:14])([F:13])[F:12])[S:4][C:3]=1[C:16]([OH:18])=O.CN(C(ON1N=NC2C=CC=NC1=2)=[N+](C)C)C.F[P-](F)(F)(F)(F)F.CCN(C(C)C)C(C)C.[CH3:52][O:53][C:54]1[CH:59]=[CH:58][CH:57]=[CH:56][C:55]=1[CH2:60][CH2:61][NH2:62]. (4) Given the product [NH:13]1[C:14]2[CH:19]=[CH:18][CH:17]=[CH:16][C:15]=2[N:11]=[C:12]1[C@H:8]([NH:9][C:10]([NH:35][CH:33]([C:31]1[N:32]=[C:26]2[N:27]([CH:30]=1)[CH:28]=[CH:29][S:25]2)[CH3:34])=[O:20])[CH2:7][C:6]1[CH:21]=[CH:22][C:3]([O:2][CH3:1])=[CH:4][CH:5]=1, predict the reactants needed to synthesize it. The reactants are: [CH3:1][O:2][C:3]1[CH:22]=[CH:21][C:6]([CH2:7][C@@H:8]2[C:12]3=[N:13][C:14]4[CH:19]=[CH:18][CH:17]=[CH:16][C:15]=4[N:11]3[C:10](=[O:20])[NH:9]2)=[CH:5][CH:4]=1.Cl.Cl.[S:25]1[CH:29]=[CH:28][N:27]2[CH:30]=[C:31]([CH:33]([NH2:35])[CH3:34])[N:32]=[C:26]12.C(O)(C(F)(F)F)=O. (5) Given the product [NH2:24][C:25]1[N:30]=[CH:29][N:28]=[C:27]2[N:31]([C:47]3[CH:48]=[CH:49][C:50]([CH:51]=[O:52])=[CH:53][CH:54]=3)[N:32]=[C:33]([C:34]3[CH:35]=[CH:36][C:37]([O:40][C:41]4[CH:46]=[CH:45][CH:44]=[CH:43][CH:42]=4)=[CH:38][CH:39]=3)[C:26]=12, predict the reactants needed to synthesize it. The reactants are: O(C1C=CC(C2C3C(=NC=NC=3N)NN=2)=CC=1)C1C=CC=CC=1.[NH2:24][C:25]1[N:30]=[CH:29][N:28]=[C:27]2[N:31]([C:47]3[CH:54]=[CH:53][C:50]([CH:51]=[O:52])=[CH:49][CH:48]=3)[N:32]=[C:33]([C:34]3[CH:39]=[CH:38][C:37]([O:40][C:41]4[CH:46]=[CH:45][CH:44]=[CH:43][CH:42]=4)=[CH:36][CH:35]=3)[C:26]=12.FC1C=CC(C=O)=CC=1.C(=O)([O-])[O-].[Cs+].[Cs+]. (6) Given the product [N:34]1([C:16]([C:13]2[CH:12]=[N:11][C:10]([O:9][C:8]3[CH:19]=[C:20]([C:22]4[NH:23][C:24]([C:27]5[S:28][CH:29]=[CH:30][N:31]=5)=[CH:25][CH:26]=4)[CH:21]=[C:6]([O:5][C@@H:4]([CH3:32])[CH2:3][O:2][CH3:1])[CH:7]=3)=[CH:15][N:14]=2)=[O:18])[CH2:37][CH2:36][CH2:35]1, predict the reactants needed to synthesize it. The reactants are: [CH3:1][O:2][CH2:3][C@H:4]([CH3:32])[O:5][C:6]1[CH:7]=[C:8]([CH:19]=[C:20]([C:22]2[NH:23][C:24]([C:27]3[S:28][CH:29]=[CH:30][N:31]=3)=[CH:25][CH:26]=2)[CH:21]=1)[O:9][C:10]1[N:11]=[CH:12][C:13]([C:16]([OH:18])=O)=[N:14][CH:15]=1.Cl.[NH:34]1[CH2:37][CH2:36][CH2:35]1.CN(C(ON1N=NC2C=CC=NC1=2)=[N+](C)C)C.F[P-](F)(F)(F)(F)F.C(N(CC)C(C)C)(C)C. (7) Given the product [N:24]1[CH:25]=[CH:26][C:21]([CH2:20][O:19][C:18]2[C:13]([N:10]3[CH2:11][CH2:12][CH:8]([NH2:7])[CH2:9]3)=[N:14][CH:15]=[CH:16][N:17]=2)=[CH:22][CH:23]=1, predict the reactants needed to synthesize it. The reactants are: C(OC(=O)[NH:7][CH:8]1[CH2:12][CH2:11][N:10]([C:13]2[C:18]([O:19][CH2:20][C:21]3[CH:26]=[CH:25][N:24]=[CH:23][CH:22]=3)=[N:17][CH:16]=[CH:15][N:14]=2)[CH2:9]1)(C)(C)C.C(O)(C(F)(F)F)=O.C(Cl)Cl.